From a dataset of NCI-60 drug combinations with 297,098 pairs across 59 cell lines. Regression. Given two drug SMILES strings and cell line genomic features, predict the synergy score measuring deviation from expected non-interaction effect. Drug 1: CCCS(=O)(=O)NC1=C(C(=C(C=C1)F)C(=O)C2=CNC3=C2C=C(C=N3)C4=CC=C(C=C4)Cl)F. Drug 2: CNC(=O)C1=CC=CC=C1SC2=CC3=C(C=C2)C(=NN3)C=CC4=CC=CC=N4. Cell line: NCI/ADR-RES. Synergy scores: CSS=1.14, Synergy_ZIP=2.58, Synergy_Bliss=3.81, Synergy_Loewe=3.21, Synergy_HSA=2.08.